Dataset: Reaction yield outcomes from USPTO patents with 853,638 reactions. Task: Predict the reaction yield, written as a fraction of the theoretical maximum amount of product (1.0 means a 100% yield; for example, 0.34 means a 34% yield). The reactants are Cl[C:2]1[N:7]=[CH:6][N:5]=[C:4]([NH:8][CH2:9][C@@H:10]([C:22]([O:24][C:25]([CH3:28])([CH3:27])[CH3:26])=[O:23])[NH:11][C:12]([O:14][CH2:15][C:16]2[CH:21]=[CH:20][CH:19]=[CH:18][CH:17]=2)=[O:13])[C:3]=1[CH3:29].[NH:30]1[CH2:35][CH2:34][CH:33]([C:36]2[N:45]=[C:44]3[C:39]([CH2:40][CH2:41][CH2:42][NH:43]3)=[CH:38][CH:37]=2)[CH2:32][CH2:31]1.C1(C)C(C)=CC=CC=1.C(=O)(O)[O-].[Na+]. The catalyst is C(N(C(C)C)CC)(C)C.O.C(OCC)(=O)C. The product is [NH:43]1[C:44]2[C:39](=[CH:38][CH:37]=[C:36]([CH:33]3[CH2:34][CH2:35][N:30]([C:2]4[N:7]=[CH:6][N:5]=[C:4]([NH:8][CH2:9][C@@H:10]([C:22]([O:24][C:25]([CH3:28])([CH3:27])[CH3:26])=[O:23])[NH:11][C:12]([O:14][CH2:15][C:16]5[CH:21]=[CH:20][CH:19]=[CH:18][CH:17]=5)=[O:13])[C:3]=4[CH3:29])[CH2:31][CH2:32]3)[N:45]=2)[CH2:40][CH2:41][CH2:42]1. The yield is 0.0600.